Dataset: Forward reaction prediction with 1.9M reactions from USPTO patents (1976-2016). Task: Predict the product of the given reaction. Given the reactants Cl[C:2]1[N:7]=[CH:6][C:5]([C:8]2[CH:9]=[N:10][C:11](Cl)=[CH:12][CH:13]=2)=[CH:4][CH:3]=1.[NH2:15][CH2:16][CH2:17][SH:18], predict the reaction product. The product is: [NH2:15][CH2:16][CH2:17][S:18][C:2]1[N:7]=[CH:6][C:5]([C:8]2[CH:9]=[N:10][C:11]([S:18][CH2:17][CH2:16][NH2:15])=[CH:12][CH:13]=2)=[CH:4][CH:3]=1.